From a dataset of Reaction yield outcomes from USPTO patents with 853,638 reactions. Predict the reaction yield, written as a fraction of the theoretical maximum amount of product (1.0 means a 100% yield; for example, 0.34 means a 34% yield). (1) The reactants are [C:1]([C:3]1[CH:8]=[CH:7][CH:6]=[CH:5][C:4]=1[C:9]1[CH:14]=[CH:13][C:12]([CH2:15][C:16]2[C:17](=[O:39])[N:18]([C@H:28]3[CH2:33][CH2:32][C@H:31]([O:34][CH2:35][C:36](O)=[O:37])[CH2:30][CH2:29]3)[C:19]3[N:20]([N:25]=[CH:26][N:27]=3)[C:21]=2[CH2:22][CH2:23][CH3:24])=[CH:11][CH:10]=1)#[N:2].[NH:40]([C:42]([O:44][C:45]([CH3:48])([CH3:47])[CH3:46])=[O:43])[NH2:41].Cl.C(N=C=NCCCN(C)C)C.ON1C2C=CC=CC=2N=N1. The catalyst is O.C(OCC)(=O)C.CN(C=O)C. The product is [C:1]([C:3]1[CH:8]=[CH:7][CH:6]=[CH:5][C:4]=1[C:9]1[CH:14]=[CH:13][C:12]([CH2:15][C:16]2[C:17](=[O:39])[N:18]([C@H:28]3[CH2:29][CH2:30][C@H:31]([O:34][CH2:35][C:36]([NH:41][NH:40][C:42]([O:44][C:45]([CH3:48])([CH3:47])[CH3:46])=[O:43])=[O:37])[CH2:32][CH2:33]3)[C:19]3[N:20]([N:25]=[CH:26][N:27]=3)[C:21]=2[CH2:22][CH2:23][CH3:24])=[CH:11][CH:10]=1)#[N:2]. The yield is 0.720. (2) The product is [CH:21]([C:15]1[CH:14]=[C:13]([CH:18]=[CH:17][C:16]=1[O:19][CH3:20])[O:12][C:11]1[C:2]([CH3:1])=[CH:3][C:4]([C:5]([OH:7])=[O:6])=[CH:9][C:10]=1[CH3:24])([CH3:23])[CH3:22]. The catalyst is CO. The reactants are [CH3:1][C:2]1[CH:3]=[C:4]([CH:9]=[C:10]([CH3:24])[C:11]=1[O:12][C:13]1[CH:18]=[CH:17][C:16]([O:19][CH3:20])=[C:15]([CH:21]([CH3:23])[CH3:22])[CH:14]=1)[C:5]([O:7]C)=[O:6].[OH-].[Na+].Cl. The yield is 0.780. (3) The product is [Cl:1][C:2]1[N:7]=[CH:6][C:5]([CH2:8][NH:9][C:10](=[S:43])[C:11]2[CH:16]=[CH:15][C:14](/[CH:17]=[CH:18]/[CH:19]([C:24]3[CH:29]=[C:28]([Cl:30])[CH:27]=[C:26]([Cl:31])[CH:25]=3)[C:20]([F:23])([F:22])[F:21])=[CH:13][C:12]=2[CH3:32])=[CH:4][CH:3]=1. The reactants are [Cl:1][C:2]1[N:7]=[CH:6][C:5]([CH2:8][NH:9][C:10](=O)[C:11]2[CH:16]=[CH:15][C:14](/[CH:17]=[CH:18]/[CH:19]([C:24]3[CH:29]=[C:28]([Cl:30])[CH:27]=[C:26]([Cl:31])[CH:25]=3)[C:20]([F:23])([F:22])[F:21])=[CH:13][C:12]=2[CH3:32])=[CH:4][CH:3]=1.COC1C=CC(P2(SP(C3C=CC(OC)=CC=3)(=S)S2)=[S:43])=CC=1. The catalyst is C1(C)C=CC=CC=1. The yield is 0.490. (4) The reactants are [CH2:1](F)[O:2][CH:3]([C:8]([F:11])([F:10])[F:9])[C:4]([F:7])([F:6])[F:5].FC(F)(F)C(O)C(F)(F)F.BrC[C:25]([O:27]CC)=[O:26]. No catalyst specified. The product is [F:5][C:4]([F:7])([F:6])[CH:3]([O:2][CH2:1][C:25]([OH:27])=[O:26])[C:8]([F:11])([F:10])[F:9]. The yield is 0.660. (5) The reactants are [O:1]=[C:2]([CH3:11])[CH2:3][C:4]([O:6][C:7]([CH3:10])([CH3:9])[CH3:8])=[O:5].[H-].[Na+].I[CH2:15][CH2:16][CH2:17][CH2:18][C:19]([O:21][CH2:22][CH3:23])=[O:20].C(OCC)(=O)C. The catalyst is O1CCCC1.O. The product is [C:2]([CH:3]([CH2:15][CH2:16][CH2:17][CH2:18][C:19]([O:21][CH2:22][CH3:23])=[O:20])[C:4]([O:6][C:7]([CH3:10])([CH3:9])[CH3:8])=[O:5])(=[O:1])[CH3:11]. The yield is 0.754. (6) The reactants are Cl[C:2]1[N:10]=[CH:9][N:8]=[C:7]2[C:3]=1[N:4]=[C:5]([C:12]1[CH:13]=[N:14][N:15]([CH3:17])[CH:16]=1)[N:6]2[CH3:11].[Cl:18][C:19]1[CH:20]=[CH:21][C:22]([O:34][CH3:35])=[C:23]([S:25]([N:28]2[CH2:33][CH2:32][NH:31][CH2:30][CH2:29]2)(=[O:27])=[O:26])[CH:24]=1. The catalyst is C(O)(C)C. The product is [Cl:18][C:19]1[CH:20]=[CH:21][C:22]([O:34][CH3:35])=[C:23]([S:25]([N:28]2[CH2:29][CH2:30][N:31]([C:2]3[N:10]=[CH:9][N:8]=[C:7]4[C:3]=3[N:4]=[C:5]([C:12]3[CH:13]=[N:14][N:15]([CH3:17])[CH:16]=3)[N:6]4[CH3:11])[CH2:32][CH2:33]2)(=[O:26])=[O:27])[CH:24]=1. The yield is 0.490.